This data is from Catalyst prediction with 721,799 reactions and 888 catalyst types from USPTO. The task is: Predict which catalyst facilitates the given reaction. (1) Reactant: [C:1]([OH:8])(=O)/[CH:2]=[CH:3]/[CH:4]=[CH:5]/[CH3:6].ClC(OCC)=O.[CH2:15]([N:17](CC)CC)[CH3:16].C(N)C.[Cl-].[Na+]. Product: [CH2:15]([NH:17][C:1](=[O:8])/[CH:2]=[CH:3]/[CH:4]=[CH:5]/[CH3:6])[CH3:16]. The catalyst class is: 1. (2) Reactant: [CH3:1][CH2:2][CH2:3][CH2:4][CH2:5][N:6]([CH2:8][CH2:9][C:10]([P:16]([OH:19])([OH:18])=[O:17])([P:12]([OH:15])([OH:14])=[O:13])[OH:11])[CH3:7].B([O-])([O-])[O-].B([O-])([O-])[O-].B([O-])([O-])[O-].B([O-])([O-])[O-].[Na+:36].[Na+].[Na+].[Na+].[Na+].[Na+].[Na+].[Na+].[Na+].[Na+].[Na+].[Na+]. Product: [CH3:1][CH2:2][CH2:3][CH2:4][CH2:5][N:6]([CH2:8][CH2:9][C:10]([P:16]([O-:19])([OH:18])=[O:17])([P:12]([OH:15])([OH:14])=[O:13])[OH:11])[CH3:7].[Na+:36]. The catalyst class is: 41. (3) The catalyst class is: 14. Reactant: [C:1]1([CH2:7][C:8]([C:10]2[CH:15]=[CH:14][C:13]([CH3:16])=[CH:12][CH:11]=2)=[O:9])[CH:6]=[CH:5][CH:4]=[CH:3][CH:2]=1.[N:17](OC(C)(C)C)=[O:18].[O-]CC.[Na+]. Product: [OH:18][N:17]=[C:7]([C:1]1[CH:2]=[CH:3][CH:4]=[CH:5][CH:6]=1)[C:8]([C:10]1[CH:15]=[CH:14][C:13]([CH3:16])=[CH:12][CH:11]=1)=[O:9]. (4) Reactant: [C:1]1([C:14]2[CH:19]=[CH:18][CH:17]=[CH:16][CH:15]=2)[CH:6]=[CH:5][C:4]([C@H:7]2[CH2:12][CH2:11][O:10][CH2:9][C@H:8]2[NH2:13])=[CH:3][CH:2]=1.C1CCN2C(=NCCC2)CC1.[CH:31]([S:34](Cl)(=[O:36])=[O:35])([CH3:33])[CH3:32]. Product: [C:1]1([C:14]2[CH:15]=[CH:16][CH:17]=[CH:18][CH:19]=2)[CH:2]=[CH:3][C:4]([C@H:7]2[CH2:12][CH2:11][O:10][CH2:9][C@H:8]2[NH:13][S:34]([CH:31]([CH3:33])[CH3:32])(=[O:36])=[O:35])=[CH:5][CH:6]=1. The catalyst class is: 26. (5) Reactant: [Cl:1][C:2]1[CH:11]=[C:10]2[C:5]([C:6]([O:12][CH2:13][C@@H:14]3[CH2:16][O:15]3)=[CH:7][CH:8]=[N:9]2)=[CH:4][CH:3]=1.[CH:17]1[C:29]2[CH2:28][C:27]3[C:22](=[CH:23][CH:24]=[CH:25][CH:26]=3)[C:21]=2[CH:20]=[CH:19][C:18]=1[N:30]1[CH2:37][C@H:36]2[NH:38][CH2:39][C@@H:31]1[CH2:32][CH:33]=[CH:34][CH2:35]2.CCN(C(C)C)C(C)C. Product: [Cl:1][C:2]1[CH:11]=[C:10]2[C:5]([C:6]([O:12][CH2:13][C@@H:14]([OH:15])[CH2:16][N:38]3[CH2:39][CH:31]4[N:30]([C:18]5[CH:19]=[CH:20][C:21]6[C:22]7[C:27](=[CH:26][CH:25]=[CH:24][CH:23]=7)[CH2:28][C:29]=6[CH:17]=5)[CH2:37][CH:36]3[CH2:35][CH:34]=[CH:33][CH2:32]4)=[CH:7][CH:8]=[N:9]2)=[CH:4][CH:3]=1. The catalyst class is: 8. (6) Reactant: [CH:1]1([C@H:6]([NH:31][C:32]([O:34][C@@H:35]2[CH2:39][CH2:38][CH2:37][C@H:36]2[CH2:40][CH2:41][CH2:42][CH:43]=[CH2:44])=[O:33])[C:7]([N:9]2[CH2:17][C@H:16]([O:18][C:19]3[C:20](C=C)=[N:21][C:22]4[C:27]([CH:28]=3)=[CH:26][CH:25]=[CH:24][CH:23]=4)[CH2:15][C@H:10]2[C:11]([O:13][CH3:14])=[O:12])=[O:8])[CH2:5][CH2:4][CH2:3][CH2:2]1. Product: [CH:1]1([C@H:6]2[C:7](=[O:8])[N:9]3[CH2:17][C@@H:16]([CH2:15][C@H:10]3[C:11]([O:13][CH3:14])=[O:12])[O:18][C:19]3[C:20](=[N:21][C:22]4[C:27]([CH:28]=3)=[CH:26][CH:25]=[CH:24][CH:23]=4)[CH:44]=[CH:43][CH2:42][CH2:41][CH2:40][C@@H:36]3[CH2:37][CH2:38][CH2:39][C@H:35]3[O:34][C:32](=[O:33])[NH:31]2)[CH2:2][CH2:3][CH2:4][CH2:5]1. The catalyst class is: 26. (7) Reactant: [O:1]1[C:5]2[CH:6]=[CH:7][C:8]([C:10]3([C:13]([NH:15][C:16]4[CH:17]=[C:18]5[C:22](=[CH:23][CH:24]=4)[NH:21][C:20]([C:25](O)=[O:26])=[CH:19]5)=[O:14])[CH2:12][CH2:11]3)=[CH:9][C:4]=2[O:3][CH2:2]1.[CH3:28][C:29]([NH2:32])([CH3:31])[CH3:30].C(N(CC)CC)C.CN(C(ON1N=NC2C=CC=NC1=2)=[N+](C)C)C.F[P-](F)(F)(F)(F)F. Product: [O:1]1[C:5]2[CH:6]=[CH:7][C:8]([C:10]3([C:13]([NH:15][C:16]4[CH:17]=[C:18]5[C:22](=[CH:23][CH:24]=4)[NH:21][C:20]([C:25]([NH:32][C:29]([CH3:31])([CH3:30])[CH3:28])=[O:26])=[CH:19]5)=[O:14])[CH2:12][CH2:11]3)=[CH:9][C:4]=2[O:3][CH2:2]1. The catalyst class is: 9. (8) Product: [CH3:15][O:16][C:17]1[CH:22]=[CH:21][C:20]([NH:23][C:24]([NH:12][C:9]2[N:10]=[CH:11][C:6]([C:3]3[CH:4]=[CH:5][S:1][CH:2]=3)=[CH:7][N:8]=2)=[O:25])=[CH:19][CH:18]=1. The catalyst class is: 9. Reactant: [S:1]1[CH:5]=[CH:4][C:3]([C:6]2[CH:7]=[N:8][C:9]([NH2:12])=[N:10][CH:11]=2)=[CH:2]1.[H-].[Na+].[CH3:15][O:16][C:17]1[CH:22]=[CH:21][C:20]([N:23]=[C:24]=[O:25])=[CH:19][CH:18]=1.